This data is from Full USPTO retrosynthesis dataset with 1.9M reactions from patents (1976-2016). The task is: Predict the reactants needed to synthesize the given product. (1) Given the product [ClH:1].[CH:27]1([CH2:28][N:2]([CH2:34][CH:31]2[CH2:32][CH2:33]2)[C@@H:3]2[CH2:5][C@H:4]2[C:6]2[CH:7]=[CH:8][C:9]([NH:12][C:13]([C:15]3[CH:20]=[CH:19][C:18]([C:21]4[CH:26]=[CH:25][CH:24]=[CH:23][CH:22]=4)=[CH:17][CH:16]=3)=[O:14])=[CH:10][CH:11]=2)[CH2:42][CH2:41]1, predict the reactants needed to synthesize it. The reactants are: [ClH:1].[NH2:2][C@@H:3]1[CH2:5][C@H:4]1[C:6]1[CH:11]=[CH:10][C:9]([NH:12][C:13]([C:15]2[CH:20]=[CH:19][C:18]([C:21]3[CH:26]=[CH:25][CH:24]=[CH:23][CH:22]=3)=[CH:17][CH:16]=2)=[O:14])=[CH:8][CH:7]=1.[C:27](O)(=O)[CH3:28].[CH:31]1([CH:34]=O)[CH2:33][CH2:32]1.CN(C=O)C.[C:41](OCC)(=O)[CH3:42]. (2) Given the product [NH2:10][CH2:9][C:8]1[CH:7]=[C:6]([NH:5][C:3](=[O:4])[C@H:2]([NH:1][CH2:46][CH:43]2[CH2:42][CH2:41][N:40]([C:32](=[O:39])[C:33]3[CH:34]=[CH:35][CH:36]=[CH:37][CH:38]=3)[CH2:45][CH2:44]2)[C@H:21]([C:23]2[C:31]3[C:26](=[CH:27][CH:28]=[CH:29][CH:30]=3)[NH:25][CH:24]=2)[CH3:22])[CH:20]=[CH:19][CH:18]=1, predict the reactants needed to synthesize it. The reactants are: [NH2:1][C@H:2]([C@H:21]([C:23]1[C:31]2[C:26](=[CH:27][CH:28]=[CH:29][CH:30]=2)[NH:25][CH:24]=1)[CH3:22])[C:3]([NH:5][C:6]1[CH:7]=[C:8]([CH:18]=[CH:19][CH:20]=1)[CH2:9][NH:10]C(=O)OC(C)(C)C)=[O:4].[C:32]([N:40]1[CH2:45][CH2:44][CH:43]([CH:46]=O)[CH2:42][CH2:41]1)(=[O:39])[C:33]1[CH:38]=[CH:37][CH:36]=[CH:35][CH:34]=1.C(O[BH-](OC(=O)C)OC(=O)C)(=O)C.[Na+].C(=O)([O-])O.[Na+].Cl.O1CCOCC1. (3) Given the product [Br:7][C:8]1[CH:13]=[CH:12][CH:11]=[CH:10][C:9]=1[C:18]1[CH:23]=[CH:22][C:21]([C:24]([CH3:27])([CH3:26])[CH3:25])=[CH:20][CH:19]=1, predict the reactants needed to synthesize it. The reactants are: C(=O)([O-])[O-].[K+].[K+].[Br:7][C:8]1[CH:13]=[CH:12][CH:11]=[CH:10][C:9]=1B(O)O.Br[C:18]1[CH:23]=[CH:22][C:21]([C:24]([CH3:27])([CH3:26])[CH3:25])=[CH:20][CH:19]=1.N#N.C1(P(C2C=CC=CC=2)C2C=CC=CC=2)C=CC=CC=1. (4) Given the product [C:13]([CH:14]1[CH2:9][CH:2]1[CH:3]([CH3:17])[C:4]([O:6][CH2:7][CH3:8])=[O:5])(=[O:16])[CH3:12], predict the reactants needed to synthesize it. The reactants are: O=[C:2]([CH3:9])[CH2:3][C:4]([O:6][CH2:7][CH3:8])=[O:5].[Na].Br[CH2:12][CH:13]1C[CH2:14]1.[OH2:16].[CH2:17](O)C. (5) The reactants are: C(N(CC)CC)C.Cl[C:9](Cl)([O:11]C(=O)OC(Cl)(Cl)Cl)Cl.[CH3:20][C:21]1[CH:26]=[CH:25][CH:24]=[C:23]([CH3:27])[C:22]=1[O:28][C:29]1[N:34]=[CH:33][C:32]([NH:35][C:36](=[O:40])[C@@H:37]([CH3:39])[NH2:38])=[CH:31][CH:30]=1. Given the product [CH3:27][C:23]1[CH:24]=[CH:25][CH:26]=[C:21]([CH3:20])[C:22]=1[O:28][C:29]1[N:34]=[CH:33][C:32]([N:35]2[C:36](=[O:40])[C@@H:37]([CH3:39])[NH:38][C:9]2=[O:11])=[CH:31][CH:30]=1, predict the reactants needed to synthesize it. (6) Given the product [F:1][C:2]1[CH:3]=[CH:4][C:5]([CH2:6][N:7]2[CH:16]=[CH:15][C:14]3[C:9](=[CH:10][CH:11]=[C:12]4[N:19]([CH2:36][C@@H:37]5[CH2:41][CH2:40][CH2:39][N:38]5[C:42]([O:44][C:45]([CH3:46])([CH3:48])[CH3:47])=[O:43])[CH:18]=[CH:17][C:13]4=3)[C:8]2=[O:20])=[CH:21][CH:22]=1, predict the reactants needed to synthesize it. The reactants are: [F:1][C:2]1[CH:22]=[CH:21][C:5]([CH2:6][N:7]2[CH:16]=[CH:15][C:14]3[C:9](=[CH:10][CH:11]=[C:12]4[NH:19][CH:18]=[CH:17][C:13]4=3)[C:8]2=[O:20])=[CH:4][CH:3]=1.[H-].[Na+].CC1C=CC(S(O[CH2:36][C@@H:37]2[CH2:41][CH2:40][CH2:39][N:38]2[C:42]([O:44][C:45]([CH3:48])([CH3:47])[CH3:46])=[O:43])(=O)=O)=CC=1.Cl.